This data is from Experimental lipophilicity measurements (octanol/water distribution) for 4,200 compounds from AstraZeneca. The task is: Regression/Classification. Given a drug SMILES string, predict its absorption, distribution, metabolism, or excretion properties. Task type varies by dataset: regression for continuous measurements (e.g., permeability, clearance, half-life) or binary classification for categorical outcomes (e.g., BBB penetration, CYP inhibition). For this dataset (lipophilicity_astrazeneca), we predict Y. (1) The drug is CC(C)C[C@H](NC(=O)N1CCOCC1)C(=O)N[C@H](/C=C/S(=O)(=O)c1ccccc1)CCc1ccccc1. The Y is 3.40 logD. (2) The molecule is CN1CCN(c2nc3ccccc3cc2Cn2nc(-c3ccc4nc(N)sc4c3)c3c(N)ncnc32)CC1. The Y is 3.09 logD. (3) The drug is Cc1cc([C@H](O)[C@](C)(OCc2ccc(-c3ccccc3)cc2)C(=O)NO)no1. The Y is 2.88 logD. (4) The compound is CCCOc1nc(N2CCC[C@@H](CC(=O)O)C2)ccc1C(=O)NC1CCCCC1. The Y is 2.81 logD. (5) The molecule is CCCSc1ncccc1C(=O)N(C)C1CCOCC1. The Y is 1.63 logD. (6) The drug is O=C(Nc1ncc(F)s1)C(CC1CCOCC1)c1ccc(S(=O)(=O)C2CC2)cc1. The Y is 3.30 logD. (7) The drug is N#C/C(=C(\N)Sc1ccc(N)cc1)c1ccccc1C(F)(F)F. The Y is 3.40 logD. (8) The molecule is COc1ccc2[nH]c3c(c2c1)CN(C(=O)[C@@H]1CCCC[C@H]1C(=O)NC1(C#N)CC1)CC3. The Y is 2.40 logD. (9) The drug is CC(C)(C(N)=O)C(=O)NCCCNc1nc(Nc2cccc(NC(=O)N3CCCC3)c2)ncc1Br. The Y is 2.32 logD.